From a dataset of Full USPTO retrosynthesis dataset with 1.9M reactions from patents (1976-2016). Predict the reactants needed to synthesize the given product. (1) The reactants are: C[O:2][C:3](=[O:38])[CH2:4][O:5][C:6]1[CH:15]=[CH:14][C:13]([F:16])=[C:12]2[C:7]=1[C:8]([O:34][CH:35]([F:37])[F:36])=[C:9]([CH2:19][C:20]1[CH:25]=[CH:24][C:23]([C:26]([N:28]3[CH2:32][CH2:31][CH2:30][CH2:29]3)=[O:27])=[CH:22][C:21]=1[Cl:33])[C:10]([CH2:17][CH3:18])=[N:11]2.O1CCCC1.[OH-].[Li+]. Given the product [Cl:33][C:21]1[CH:22]=[C:23]([C:26]([N:28]2[CH2:29][CH2:30][CH2:31][CH2:32]2)=[O:27])[CH:24]=[CH:25][C:20]=1[CH2:19][C:9]1[C:10]([CH2:17][CH3:18])=[N:11][C:12]2[C:7]([C:8]=1[O:34][CH:35]([F:37])[F:36])=[C:6]([O:5][CH2:4][C:3]([OH:38])=[O:2])[CH:15]=[CH:14][C:13]=2[F:16], predict the reactants needed to synthesize it. (2) Given the product [C:22]([O:21][C:19]([NH:18][CH2:17][CH2:16][N:13]1[C:14]2[C:10](=[CH:9][CH:8]=[C:7]([C:5]([OH:6])=[O:4])[CH:15]=2)[CH:11]=[CH:12]1)=[O:20])([CH3:25])([CH3:23])[CH3:24], predict the reactants needed to synthesize it. The reactants are: [OH-].[Na+].C[O:4][C:5]([C:7]1[CH:15]=[C:14]2[C:10]([CH:11]=[CH:12][N:13]2[CH2:16][CH2:17][NH:18][C:19]([O:21][C:22]([CH3:25])([CH3:24])[CH3:23])=[O:20])=[CH:9][CH:8]=1)=[O:6]. (3) Given the product [Br:7][C:8]1[C:9]([C:1]2[O:25][CH:4]=[CH:3][CH:2]=2)=[C:10]([CH3:23])[C:11]([C:21]#[N:22])=[C:12]2[C:16]=1[O:15][C:14]([C:17]([CH3:20])([CH3:19])[CH3:18])=[N:13]2, predict the reactants needed to synthesize it. The reactants are: [CH:1]1C=C[CH:4]=[CH:3][CH:2]=1.[Br:7][C:8]1[C:9](I)=[C:10]([CH3:23])[C:11]([C:21]#[N:22])=[C:12]2[C:16]=1[O:15][C:14]([C:17]([CH3:20])([CH3:19])[CH3:18])=[N:13]2.[OH2:25]. (4) Given the product [C:22]([O:26][C:27](=[O:28])[N:10]([C:4]1[CH:5]=[CH:6][C:7]([CH:8]=[O:9])=[C:2]([F:1])[N:3]=1)[CH2:11][C:12]1[CH:13]=[N:14][C:15]([C:18]([F:21])([F:19])[F:20])=[CH:16][CH:17]=1)([CH3:25])([CH3:24])[CH3:23], predict the reactants needed to synthesize it. The reactants are: [F:1][C:2]1[C:7]([CH:8]=[O:9])=[CH:6][CH:5]=[C:4]([NH:10][CH2:11][C:12]2[CH:13]=[N:14][C:15]([C:18]([F:21])([F:20])[F:19])=[CH:16][CH:17]=2)[N:3]=1.[C:22]([O:26][C:27](O[C:27]([O:26][C:22]([CH3:25])([CH3:24])[CH3:23])=[O:28])=[O:28])([CH3:25])([CH3:24])[CH3:23]. (5) Given the product [Cl:1][C:2]1[CH:7]=[CH:6][C:5]([N:8]2[C:16]([C:17]([NH:28][CH3:27])=[O:18])=[C:15]3[C:10]([CH:11]=[C:12]([N+:23]([O-:25])=[O:24])[C:13]([CH:20]4[CH2:22][CH2:21]4)=[CH:14]3)=[N:9]2)=[CH:4][CH:3]=1, predict the reactants needed to synthesize it. The reactants are: [Cl:1][C:2]1[CH:7]=[CH:6][C:5]([N:8]2[C:16]([C:17](O)=[O:18])=[C:15]3[C:10]([CH:11]=[C:12]([N+:23]([O-:25])=[O:24])[C:13]([CH:20]4[CH2:22][CH2:21]4)=[CH:14]3)=[N:9]2)=[CH:4][CH:3]=1.C[CH2:27][N:28](C(C)C)C(C)C.CN(C(ON1N=NC2C=CC=NC1=2)=[N+](C)C)C.F[P-](F)(F)(F)(F)F.CN. (6) Given the product [F:26][C:27]([F:34])([CH3:33])[CH2:28][N:29]([CH2:30][CH2:31][OH:32])[C:4]([C:6]1[C:10]([OH:11])=[C:9]([C:12]2[CH:13]=[CH:14][C:15]([Cl:18])=[CH:16][CH:17]=2)[N:8]([C:19]2[CH:24]=[CH:23][CH:22]=[CH:21][C:20]=2[Cl:25])[N:7]=1)=[O:5], predict the reactants needed to synthesize it. The reactants are: C(O[C:4]([C:6]1[C:10]([OH:11])=[C:9]([C:12]2[CH:17]=[CH:16][C:15]([Cl:18])=[CH:14][CH:13]=2)[N:8]([C:19]2[CH:24]=[CH:23][CH:22]=[CH:21][C:20]=2[Cl:25])[N:7]=1)=[O:5])C.[F:26][C:27]([F:34])([CH3:33])[CH2:28][NH:29][CH2:30][CH2:31][OH:32]. (7) Given the product [Cl:24][C:21]1[CH:20]=[CH:19][C:18]([C:12]2[C:11]3[CH2:10][CH2:9][NH:8][CH2:17][CH2:16][C:15]=3[N:14]([CH2:26][CH2:27][CH:28]3[CH2:33][CH2:32][CH2:31][CH2:30][CH2:29]3)[N:13]=2)=[CH:23][CH:22]=1, predict the reactants needed to synthesize it. The reactants are: C(OC([N:8]1[CH2:17][CH2:16][C:15]2[NH:14][N:13]=[C:12]([C:18]3[CH:23]=[CH:22][C:21]([Cl:24])=[CH:20][CH:19]=3)[C:11]=2[CH2:10][CH2:9]1)=O)(C)(C)C.Br[CH2:26][CH2:27][CH:28]1[CH2:33][CH2:32][CH2:31][CH2:30][CH2:29]1.C(OC(N1CCC2C(=C(C3C=CC(Cl)=CC=3)N(CCC3CCCCC3)N=2)CC1)=O)(C)(C)C.